From a dataset of Catalyst prediction with 721,799 reactions and 888 catalyst types from USPTO. Predict which catalyst facilitates the given reaction. (1) Reactant: [N+:1]([C:4]1[CH:9]=[CH:8][CH:7]=[CH:6][C:5]=1[C:10]1[S:11][C:12]2[CH:17]=[CH:16][N:15]=[CH:14][C:13]=2[N:18]=1)([O-])=O.[NH4+].[Cl-]. Product: [S:11]1[C:12]2[CH:17]=[CH:16][N:15]=[CH:14][C:13]=2[N:18]=[C:10]1[C:5]1[CH:6]=[CH:7][CH:8]=[CH:9][C:4]=1[NH2:1]. The catalyst class is: 406. (2) Reactant: OS(O)(=O)=O.[C:6]([C:10]1[CH:16]=[CH:15][CH:14]=[CH:13][C:11]=1[NH2:12])([CH3:9])([CH3:8])[CH3:7].[N+:17]([O-])([O-:19])=[O:18].[K+].BrC1N=CC=CC=1C(N)=O. Product: [C:6]([C:10]1[CH:16]=[CH:15][C:14]([N+:17]([O-:19])=[O:18])=[CH:13][C:11]=1[NH2:12])([CH3:9])([CH3:7])[CH3:8]. The catalyst class is: 6. (3) Reactant: [NH2:1][C:2]1[C:17]([C:18](=[O:20])[CH3:19])=[CH:16][C:5]2[O:6][CH2:7][CH2:8][O:9][CH2:10][CH2:11][O:12][CH2:13][CH2:14][O:15][C:4]=2[CH:3]=1.C[O-].[Na+].[CH:24](OCC)=O.Cl. Product: [NH:1]1[C:2]2[CH:3]=[C:4]3[O:15][CH2:14][CH2:13][O:12][CH2:11][CH2:10][O:9][CH2:8][CH2:7][O:6][C:5]3=[CH:16][C:17]=2[C:18](=[O:20])[CH:19]=[CH:24]1. The catalyst class is: 149.